From a dataset of Forward reaction prediction with 1.9M reactions from USPTO patents (1976-2016). Predict the product of the given reaction. (1) Given the reactants [NH2:1][C@@H:2]([C:8]([OH:10])=[O:9])[CH2:3][CH2:4][C:5]([OH:7])=O.[OH-].[Na+].[N:13]1[CH:18]=[CH:17][CH:16]=[CH:15][C:14]=1[CH:19]=O.[BH4-].[Na+], predict the reaction product. The product is: [O:7]=[C:5]1[N:1]([CH2:19][C:14]2[CH:15]=[CH:16][CH:17]=[CH:18][N:13]=2)[C@H:2]([C:8]([OH:10])=[O:9])[CH2:3][CH2:4]1. (2) Given the reactants [CH:1]1[C:14]2[C:5](=[N:6][C:7]([NH2:15])=[C:8]3[C:13]=2[CH:12]=[CH:11][CH:10]=[CH:9]3)[CH:4]=[CH:3][CH:2]=1.Cl[CH2:17][CH:18]=O.C(=O)([O-])[O-].[Na+].[Na+], predict the reaction product. The product is: [N:15]1[CH:17]=[CH:18][N:6]2[C:7]=1[C:8]1[CH:9]=[CH:10][CH:11]=[CH:12][C:13]=1[C:14]1[CH:1]=[CH:2][CH:3]=[CH:4][C:5]2=1. (3) Given the reactants [Br:1][C:2]1[CH:9]=[C:8]([F:10])[C:7]([Br:11])=[CH:6][C:3]=1[CH2:4]Br.CO.CC[N:16](CC)CC, predict the reaction product. The product is: [Br:1][C:2]1[CH:9]=[C:8]([F:10])[C:7]([Br:11])=[CH:6][C:3]=1[CH2:4][NH2:16].